This data is from Catalyst prediction with 721,799 reactions and 888 catalyst types from USPTO. The task is: Predict which catalyst facilitates the given reaction. Reactant: [OH:1][CH:2]([CH2:6][CH2:7][CH2:8][CH3:9])[C:3]([OH:5])=[O:4]. The catalyst class is: 673. Product: [CH2:6]([CH:2]1[O:1][C:3](=[O:4])[CH:2]([CH2:6][CH2:7][CH2:8][CH3:9])[O:4][C:3]1=[O:5])[CH2:7][CH2:8][CH3:9].